Dataset: Full USPTO retrosynthesis dataset with 1.9M reactions from patents (1976-2016). Task: Predict the reactants needed to synthesize the given product. Given the product [C:12]([O:16][C:17](=[O:32])[CH2:18][CH2:19][N:20]([C:21]1[S:22][CH:2]=[C:3]([C@H:5]2[CH2:10][CH2:9][C@H:8]([CH3:11])[CH2:7][CH2:6]2)[N:23]=1)[CH2:24][C:25]1[S:26][C:27]([CH2:30][CH3:31])=[CH:28][CH:29]=1)([CH3:13])([CH3:14])[CH3:15], predict the reactants needed to synthesize it. The reactants are: Br[CH2:2][C:3]([C@H:5]1[CH2:10][CH2:9][C@H:8]([CH3:11])[CH2:7][CH2:6]1)=O.[C:12]([O:16][C:17](=[O:32])[CH2:18][CH2:19][N:20]([CH2:24][C:25]1[S:26][C:27]([CH2:30][CH3:31])=[CH:28][CH:29]=1)[C:21]([NH2:23])=[S:22])([CH3:15])([CH3:14])[CH3:13].